This data is from Full USPTO retrosynthesis dataset with 1.9M reactions from patents (1976-2016). The task is: Predict the reactants needed to synthesize the given product. (1) Given the product [Cl:31][C:15]1[N:10]2[N:9]=[C:8]([C:3]3[CH:4]=[CH:5][CH:6]=[CH:7][C:2]=3[Cl:1])[C:18]([I:19])=[C:11]2[N:12]=[C:13]([CH3:17])[N:14]=1, predict the reactants needed to synthesize it. The reactants are: [Cl:1][C:2]1[CH:7]=[CH:6][CH:5]=[CH:4][C:3]=1[C:8]1[C:18]([I:19])=[C:11]2[NH:12][C:13]([CH3:17])=[N:14][C:15](=O)[N:10]2[N:9]=1.C(N(C(C)C)CC)(C)C.O=P(Cl)(Cl)[Cl:31]. (2) Given the product [C:1]([O:5][C:6](=[O:20])[NH:7][C:8]1[CH:13]=[CH:12][C:11]([CH:14]2[CH2:19][CH2:18][N:17]([C:29](=[O:30])[CH2:28][N:25]3[CH2:26][CH2:27][N:22]([CH3:21])[CH2:23][CH2:24]3)[CH2:16][CH2:15]2)=[CH:10][CH:9]=1)([CH3:4])([CH3:2])[CH3:3], predict the reactants needed to synthesize it. The reactants are: [C:1]([O:5][C:6](=[O:20])[NH:7][C:8]1[CH:13]=[CH:12][C:11]([CH:14]2[CH2:19][CH2:18][NH:17][CH2:16][CH2:15]2)=[CH:10][CH:9]=1)([CH3:4])([CH3:3])[CH3:2].[CH3:21][N:22]1[CH2:27][CH2:26][N:25]([CH2:28][C:29](O)=[O:30])[CH2:24][CH2:23]1.C1C=CC2N(O)N=NC=2C=1.CCN(C(C)C)C(C)C. (3) Given the product [Cl:1][C:2]1[CH:3]=[C:4]([C:8]2[CH:13]=[CH:12][C:11]([CH2:14][C@@H:15]([NH:22][C:23]([C:24]3[O:25][C:34](=[O:35])[NH:27][N:26]=3)=[O:28])[CH2:16][C:17]([O:19][CH2:20][CH3:21])=[O:18])=[CH:10][CH:9]=2)[CH:5]=[CH:6][CH:7]=1, predict the reactants needed to synthesize it. The reactants are: [Cl:1][C:2]1[CH:3]=[C:4]([C:8]2[CH:13]=[CH:12][C:11]([CH2:14][C@@H:15]([NH:22][C:23](=[O:28])[C:24]([NH:26][NH2:27])=[O:25])[CH2:16][C:17]([O:19][CH2:20][CH3:21])=[O:18])=[CH:10][CH:9]=2)[CH:5]=[CH:6][CH:7]=1.C1N=CN([C:34](N2C=NC=C2)=[O:35])C=1. (4) The reactants are: [Cl:1][C:2]1[CH:11]=[C:10]2[C:5]([C:6](OS(C(F)(F)F)(=O)=O)=[C:7]([C:14]([O:16][CH2:17][CH3:18])=[O:15])[N:8]([CH3:13])[C:9]2=[O:12])=[CH:4][CH:3]=1.[C:27]1(B(O)O)[CH:32]=[CH:31][CH:30]=[CH:29][CH:28]=1.C(=O)([O-])[O-].[Na+].[Na+]. Given the product [Cl:1][C:2]1[CH:11]=[C:10]2[C:5]([C:6]([C:27]3[CH:32]=[CH:31][CH:30]=[CH:29][CH:28]=3)=[C:7]([C:14]([O:16][CH2:17][CH3:18])=[O:15])[N:8]([CH3:13])[C:9]2=[O:12])=[CH:4][CH:3]=1, predict the reactants needed to synthesize it. (5) Given the product [C:19]([C:16]1[CH:17]=[CH:18][C:13]([S:10]([NH:9][C:3]2[CH:4]=[CH:5][C:6]([Cl:8])=[CH:7][C:2]=2[C:58]2[C:66]3[C:61](=[CH:62][CH:63]=[CH:64][CH:65]=3)[NH:60][N:59]=2)(=[O:12])=[O:11])=[CH:14][CH:15]=1)([CH3:22])([CH3:21])[CH3:20], predict the reactants needed to synthesize it. The reactants are: B[C:2]1[CH:7]=[C:6]([Cl:8])[CH:5]=[CH:4][C:3]=1[NH:9][S:10]([C:13]1[CH:18]=[CH:17][C:16]([C:19]([CH3:22])([CH3:21])[CH3:20])=[CH:15][CH:14]=1)(=[O:12])=[O:11].C1(P(C2CCCCC2)C2C=CC=CC=2C2C(C(C)C)=CC(C(C)C)=CC=2C(C)C)CCCCC1.I[C:58]1[C:66]2[C:61](=[CH:62][CH:63]=[CH:64][CH:65]=2)[NH:60][N:59]=1.C(=O)(O)[O-].[Na+]. (6) Given the product [O:1]1[C:5]2[CH:6]=[CH:7][C:8]([C:10]#[C:11][C:12]([N:48]3[CH2:49][CH2:50][C:45]4([CH2:44][N:43]([C:51]([O:53][C:54]([CH3:55])([CH3:56])[CH3:57])=[O:52])[CH2:42]4)[CH2:46][CH2:47]3)=[O:14])=[CH:9][C:4]=2[O:3][CH2:2]1, predict the reactants needed to synthesize it. The reactants are: [O:1]1[C:5]2[CH:6]=[CH:7][C:8]([C:10]#[C:11][C:12]([OH:14])=O)=[CH:9][C:4]=2[O:3][CH2:2]1.C(P1(=O)OP(=O)(CCC)OP(=O)(CCC)O1)CC.CCN(C(C)C)C(C)C.[CH2:42]1[C:45]2([CH2:50][CH2:49][NH:48][CH2:47][CH2:46]2)[CH2:44][N:43]1[C:51]([O:53][C:54]([CH3:57])([CH3:56])[CH3:55])=[O:52]. (7) Given the product [Cl:17][C:18]1[C:19]([O:54][CH2:53][C:49]2([C:48]([F:56])([F:55])[F:47])[CH2:52][CH2:51][CH2:50]2)=[CH:20][C:21]([F:33])=[C:22]([CH:32]=1)[C:23]([NH:25][S:26](=[O:31])(=[O:30])[N:27]([CH3:29])[CH3:28])=[O:24], predict the reactants needed to synthesize it. The reactants are: ClC1C(F)=CC(F)=C(C=1)C(NS(C)(=O)=O)=O.[Cl:17][C:18]1[C:19](F)=[CH:20][C:21]([F:33])=[C:22]([CH:32]=1)[C:23]([NH:25][S:26](=[O:31])(=[O:30])[N:27]([CH3:29])[CH3:28])=[O:24].C12(CO)CC3CC(CC(C3)C1)C2.[F:47][C:48]([F:56])([F:55])[C:49]1([CH2:53][OH:54])[CH2:52][CH2:51][CH2:50]1. (8) Given the product [CH2:13]([NH:20][CH:9]([C:6]1[N:5]=[CH:4][C:3]([O:2][CH3:1])=[CH:8][N:7]=1)[CH2:10][CH3:11])[C:14]1[CH:19]=[CH:18][CH:17]=[CH:16][CH:15]=1, predict the reactants needed to synthesize it. The reactants are: [CH3:1][O:2][C:3]1[CH:4]=[N:5][C:6]([C:9](=O)[CH2:10][CH3:11])=[N:7][CH:8]=1.[CH2:13]([NH2:20])[C:14]1[CH:19]=[CH:18][CH:17]=[CH:16][CH:15]=1.C(O[BH-](OC(=O)C)OC(=O)C)(=O)C.[Na+].ClCCl. (9) Given the product [CH3:1][O:2][C:3]1[CH:11]=[CH:10][C:6]([C:7]([Cl:14])=[O:8])=[CH:5][N:4]=1, predict the reactants needed to synthesize it. The reactants are: [CH3:1][O:2][C:3]1[CH:11]=[CH:10][C:6]([C:7](O)=[O:8])=[CH:5][N:4]=1.O=S(Cl)[Cl:14].